This data is from Full USPTO retrosynthesis dataset with 1.9M reactions from patents (1976-2016). The task is: Predict the reactants needed to synthesize the given product. (1) Given the product [C:20]12([C:17]3[CH:18]=[CH:19][C:14]([O:13][CH2:12][C:11]([NH:10][C:6]4[CH:5]=[C:4]([CH:9]=[CH:8][N:7]=4)[C:3]([OH:31])=[O:2])=[O:30])=[CH:15][CH:16]=3)[CH2:27][CH:26]3[CH2:28][CH:22]([CH2:23][CH:24]([CH2:25]3)[CH2:29]1)[CH2:21]2, predict the reactants needed to synthesize it. The reactants are: C[O:2][C:3](=[O:31])[C:4]1[CH:9]=[CH:8][N:7]=[C:6]([NH:10][C:11](=[O:30])[CH2:12][O:13][C:14]2[CH:19]=[CH:18][C:17]([C:20]34[CH2:29][CH:24]5[CH2:25][CH:26]([CH2:28][CH:22]([CH2:23]5)[CH2:21]3)[CH2:27]4)=[CH:16][CH:15]=2)[CH:5]=1.[I-].[Li+]. (2) Given the product [CH3:35][O:34][C:32]([C:31]1[C:3]([OH:2])=[C:5]2[C:6](=[CH:19][N:20]=1)[N:7]([CH2:13][CH:14]([CH2:17][CH3:18])[CH2:15][CH3:16])[C:8](=[O:12])[C:9]([Br:11])=[CH:10]2)=[O:33], predict the reactants needed to synthesize it. The reactants are: C[O:2][C:3]([C:5]1[CH:10]=[C:9]([Br:11])[C:8](=[O:12])[N:7]([CH2:13][CH:14]([CH2:17][CH3:18])[CH2:15][CH3:16])[C:6]=1[CH2:19][N:20]([CH2:31][C:32]([O:34][CH3:35])=[O:33])S(C1C=CC(C)=CC=1)(=O)=O)=O.C[O-].[Na+].Cl. (3) Given the product [CH2:14]([O:6][CH2:5][CH2:4][CH2:3][CH2:2][CH2:1][OH:7])[C:13]#[CH:12], predict the reactants needed to synthesize it. The reactants are: [CH2:1]([OH:7])[CH2:2][CH2:3][CH2:4][CH2:5][OH:6].[Cl-].[OH-].[Na+].O1C[CH2:14][CH2:13][CH2:12]1. (4) Given the product [CH2:1]([O:4][C@H:5]1[C:13]2[C:8](=[CH:9][C:10]([O:14][CH3:15])=[CH:11][CH:12]=2)[C@@H:7]([NH:16][CH2:17][C@@H:18]([OH:30])[C@@H:19]([NH:29][C:41](=[O:42])[C@@H:40]([N:37]2[CH2:38][CH2:39][C@H:35]([CH2:31][CH:32]([CH3:34])[CH3:33])[C:36]2=[O:47])[CH2:44][CH:45]=[CH2:46])[CH2:20][C:21]2[CH:26]=[CH:25][CH:24]=[CH:23][CH:22]=2)[CH2:6]1)[CH:2]=[CH2:3], predict the reactants needed to synthesize it. The reactants are: [CH2:1]([O:4][C@H:5]1[C:13]2[C:8](=[CH:9][C:10]([O:14][CH3:15])=[CH:11][CH:12]=2)[C@@H:7]([NH:16][CH2:17][C@@H:18]([OH:30])[C@@H:19]([NH2:29])[CH2:20][C:21]2[CH:26]=[C:25](F)[CH:24]=[C:23](F)[CH:22]=2)[CH2:6]1)[CH:2]=[CH2:3].[CH2:31]([C@H:35]1[CH2:39][CH2:38][N:37]([C@@H:40]([CH2:44][CH:45]=[CH2:46])[C:41](O)=[O:42])[C:36]1=[O:47])[CH:32]([CH3:34])[CH3:33].C(Cl)CCl.C1C=CC2N(O)N=NC=2C=1.CCN(C(C)C)C(C)C.